Dataset: Peptide-MHC class I binding affinity with 185,985 pairs from IEDB/IMGT. Task: Regression. Given a peptide amino acid sequence and an MHC pseudo amino acid sequence, predict their binding affinity value. This is MHC class I binding data. The peptide sequence is DLMCHATFTM. The MHC is HLA-A02:01 with pseudo-sequence HLA-A02:01. The binding affinity (normalized) is 0.506.